Task: Regression. Given a peptide amino acid sequence and an MHC pseudo amino acid sequence, predict their binding affinity value. This is MHC class II binding data.. Dataset: Peptide-MHC class II binding affinity with 134,281 pairs from IEDB (1) The peptide sequence is PTIGVGGNFAGGGFG. The MHC is HLA-DPA10103-DPB10301 with pseudo-sequence HLA-DPA10103-DPB10301. The binding affinity (normalized) is 0.0967. (2) The peptide sequence is AFKVAATAANAHPAN. The MHC is DRB1_0401 with pseudo-sequence DRB1_0401. The binding affinity (normalized) is 0.743.